From a dataset of Full USPTO retrosynthesis dataset with 1.9M reactions from patents (1976-2016). Predict the reactants needed to synthesize the given product. (1) Given the product [F:27][C:3]1[C:2]([C:31]#[C:30][C:29]([OH:33])([CH3:32])[CH3:28])=[CH:26][C:6]2[C:7]3[N:8]([C:12]([CH:18]([OH:25])[C:19]4[S:23][CH:22]=[N:21][C:20]=4[CH3:24])=[C:13]([C:15]([NH2:17])=[O:16])[N:14]=3)[CH2:9][CH2:10][O:11][C:5]=2[CH:4]=1, predict the reactants needed to synthesize it. The reactants are: Br[C:2]1[C:3]([F:27])=[CH:4][C:5]2[O:11][CH2:10][CH2:9][N:8]3[C:12]([CH:18]([OH:25])[C:19]4[S:23][CH:22]=[N:21][C:20]=4[CH3:24])=[C:13]([C:15]([NH2:17])=[O:16])[N:14]=[C:7]3[C:6]=2[CH:26]=1.[CH3:28][C:29]([OH:33])([CH3:32])[C:30]#[CH:31]. (2) Given the product [Cl:23][C:11]1[N:9]2[CH:10]=[C:5]([C:3]([OH:4])=[O:2])[CH:6]=[C:7]([C:24]([F:26])([F:27])[F:25])[C:8]2=[N:13][C:12]=1[C:14](=[O:22])[NH:15][CH2:16][C:17]1[S:18][CH:19]=[CH:20][CH:21]=1, predict the reactants needed to synthesize it. The reactants are: C[O:2][C:3]([C:5]1[CH:6]=[C:7]([C:24]([F:27])([F:26])[F:25])[C:8]2[N:9]([C:11]([Cl:23])=[C:12]([C:14](=[O:22])[NH:15][CH2:16][C:17]3[S:18][CH:19]=[CH:20][CH:21]=3)[N:13]=2)[CH:10]=1)=[O:4].[Li+].[OH-]. (3) Given the product [CH:1]1([NH:4][C:5]2[C:10]3[C:11]([C:30]([NH2:34])=[O:32])=[N:12][N:13]([C:14]4[CH:19]=[CH:18][CH:17]=[C:16]([C:20]#[C:21][C@@:22]5([OH:29])[CH2:26][CH2:25][N:24]([CH3:27])[C:23]5=[O:28])[CH:15]=4)[C:9]=3[CH:8]=[CH:7][N:6]=2)[CH2:3][CH2:2]1, predict the reactants needed to synthesize it. The reactants are: [CH:1]1([NH:4][C:5]2[C:10]3[C:11]([C:30]([O:32]C)=O)=[N:12][N:13]([C:14]4[CH:19]=[CH:18][CH:17]=[C:16]([C:20]#[C:21][C@@:22]5([OH:29])[CH2:26][CH2:25][N:24]([CH3:27])[C:23]5=[O:28])[CH:15]=4)[C:9]=3[CH:8]=[CH:7][N:6]=2)[CH2:3][CH2:2]1.[NH3:34]. (4) Given the product [N:1]1([NH:7][C:8]([C:10]2[CH:11]=[CH:12][CH:13]=[C:14]3[S:20][C:19]4[CH:21]=[CH:22][CH:23]=[CH:24][C:18]=4[N:17]=[C:16]([C:31]4[CH:30]=[CH:29][C:28]([Cl:27])=[CH:33][N:32]=4)[C:15]=23)=[O:9])[CH2:6][CH2:5][CH2:4][CH2:3][CH2:2]1, predict the reactants needed to synthesize it. The reactants are: [N:1]1([NH:7][C:8]([C:10]2[CH:11]=[CH:12][CH:13]=[C:14]3[S:20][C:19]4[CH:21]=[CH:22][CH:23]=[CH:24][C:18]=4[N:17]=[C:16](Cl)[C:15]=23)=[O:9])[CH2:6][CH2:5][CH2:4][CH2:3][CH2:2]1.[Br-].[Cl:27][C:28]1[CH:29]=[CH:30][C:31]([Zn+])=[N:32][CH:33]=1.[NH4+].[Cl-]. (5) The reactants are: [Cl:1][C:2]1[CH:3]=[C:4](F)[C:5]([N+:8]([O-])=O)=[N:6][CH:7]=1.[NH2:12][CH:13]([CH2:16][CH3:17])[CH2:14][CH3:15].O.O.[Sn](Cl)Cl.[C:23](N1C=CN=C1)(N1C=CN=C1)=[O:24]. Given the product [Cl:1][C:2]1[CH:3]=[C:4]2[N:12]([CH:13]([CH2:16][CH3:17])[CH2:14][CH3:15])[C:23]([OH:24])=[N:8][C:5]2=[N:6][CH:7]=1, predict the reactants needed to synthesize it.